This data is from Forward reaction prediction with 1.9M reactions from USPTO patents (1976-2016). The task is: Predict the product of the given reaction. (1) Given the reactants Br[CH:2]1[C:14]2[C:5](=[CH:6][C:7]3[CH:8]=[N:9][C:10]([CH:15]4[CH2:19][CH2:18][N:17]([CH2:20][C:21]([N:23]5[CH2:28][CH2:27][N:26]([C:29]6[CH:34]=[CH:33][C:32]([C:35]7[N:40]=[CH:39][C:38]([F:41])=[CH:37][N:36]=7)=[CH:31][CH:30]=6)[CH2:25][CH2:24]5)=[O:22])[CH2:16]4)=[N:11][C:12]=3[CH:13]=2)[N:4]([C:42]([C:55]2[CH:60]=[CH:59][CH:58]=[CH:57][CH:56]=2)([C:49]2[CH:54]=[CH:53][CH:52]=[CH:51][CH:50]=2)[C:43]2[CH:48]=[CH:47][CH:46]=[CH:45][CH:44]=2)[NH:3]1.O.[N:62]1[CH:67]=[CH:66][C:65](B(O)O)=[CH:64][CH:63]=1.[O-]P([O-])([O-])=O.[K+].[K+].[K+], predict the reaction product. The product is: [F:41][C:38]1[CH:37]=[N:36][C:35]([C:32]2[CH:33]=[CH:34][C:29]([N:26]3[CH2:27][CH2:28][N:23]([C:21](=[O:22])[CH2:20][N:17]4[CH2:18][CH2:19][CH:15]([C:10]5[N:9]=[CH:8][C:7]6[CH:6]=[C:5]7[N:4]([C:42]([C:55]8[CH:56]=[CH:57][CH:58]=[CH:59][CH:60]=8)([C:43]8[CH:48]=[CH:47][CH:46]=[CH:45][CH:44]=8)[C:49]8[CH:54]=[CH:53][CH:52]=[CH:51][CH:50]=8)[N:3]=[C:2]([C:65]8[CH:66]=[CH:67][N:62]=[CH:63][CH:64]=8)[C:14]7=[CH:13][C:12]=6[N:11]=5)[CH2:16]4)[CH2:24][CH2:25]3)=[CH:30][CH:31]=2)=[N:40][CH:39]=1. (2) Given the reactants [CH3:1][O:2][C:3]([C:5]1[CH:10]=[CH:9][C:8](Br)=[C:7]([O:12][CH2:13][CH2:14][O:15][CH3:16])[N:6]=1)=[O:4].Cl.[F:18][C:19]1([F:23])[CH2:22][NH:21][CH2:20]1.C(=O)([O-])[O-].[Cs+].[Cs+], predict the reaction product. The product is: [CH3:1][O:2][C:3]([C:5]1[CH:10]=[CH:9][C:8]([N:21]2[CH2:22][C:19]([F:23])([F:18])[CH2:20]2)=[C:7]([O:12][CH2:13][CH2:14][O:15][CH3:16])[N:6]=1)=[O:4]. (3) Given the reactants [OH-].[Na+].[Cl:3][C:4]1[N:9]=[C:8]([N:10]2[CH2:15][CH2:14][O:13][CH2:12][CH2:11]2)[CH:7]=[C:6]([CH2:16][S:17]([CH2:20][CH3:21])(=[O:19])=[O:18])[N:5]=1.Br[CH2:23][CH2:24]Br, predict the reaction product. The product is: [Cl:3][C:4]1[N:9]=[C:8]([N:10]2[CH2:15][CH2:14][O:13][CH2:12][CH2:11]2)[CH:7]=[C:6]([C:16]2([S:17]([CH2:20][CH3:21])(=[O:19])=[O:18])[CH2:24][CH2:23]2)[N:5]=1. (4) The product is: [CH3:1][C:2]1[CH:7]=[CH:6][N:5]=[C:4]([C:8]2[CH:9]=[C:10]([NH:14][C:15]([C:17]3([NH2:23])[CH2:18][CH2:19][N:20]([C:29]4[C:28]5[CH:24]=[CH:25][NH:26][C:27]=5[N:32]=[CH:31][N:30]=4)[CH2:21][CH2:22]3)=[O:16])[CH:11]=[CH:12][CH:13]=2)[CH:3]=1. Given the reactants [CH3:1][C:2]1[CH:7]=[CH:6][N:5]=[C:4]([C:8]2[CH:9]=[C:10]([NH:14][C:15]([C:17]3([NH2:23])[CH2:22][CH2:21][NH:20][CH2:19][CH2:18]3)=[O:16])[CH:11]=[CH:12][CH:13]=2)[CH:3]=1.[CH:24]1[C:28]2[C:29](Cl)=[N:30][CH:31]=[N:32][C:27]=2[NH:26][CH:25]=1, predict the reaction product. (5) Given the reactants [Cl:1][C:2]1[CH:19]=[CH:18][C:17](C=O)=[CH:16][C:3]=1[C:4]([NH:6][CH2:7][C:8]1([OH:15])[CH2:14][CH2:13][CH2:12][CH2:11][CH2:10][CH2:9]1)=[O:5].[OH-].[NH4+].C1(C)C=CC(S(CN=C=O)(=O)=O)=CC=1.[NH:38]1[CH2:43][CH2:42][NH:41][CH2:40]C1, predict the reaction product. The product is: [Cl:1][C:2]1[CH:19]=[CH:18][C:17]([C:43]2[N:38]=[CH:40][NH:41][CH:42]=2)=[CH:16][C:3]=1[C:4]([NH:6][CH2:7][C:8]1([OH:15])[CH2:14][CH2:13][CH2:12][CH2:11][CH2:10][CH2:9]1)=[O:5]. (6) Given the reactants [F:1][C:2]1[CH:7]=[CH:6][C:5]([C@@H:8]2[CH2:10][C@H:9]2[CH2:11][OH:12])=[CH:4][CH:3]=1.[Cl:13][C:14]1[C:19]([C:20]([F:23])([F:22])[F:21])=[C:18](Cl)[CH:17]=[CH:16][N:15]=1, predict the reaction product. The product is: [Cl:13][C:14]1[C:19]([C:20]([F:21])([F:22])[F:23])=[C:18]([O:12][CH2:11][C@H:9]2[CH2:10][C@@H:8]2[C:5]2[CH:4]=[CH:3][C:2]([F:1])=[CH:7][CH:6]=2)[CH:17]=[CH:16][N:15]=1.